Regression. Given two drug SMILES strings and cell line genomic features, predict the synergy score measuring deviation from expected non-interaction effect. From a dataset of NCI-60 drug combinations with 297,098 pairs across 59 cell lines. (1) Drug 1: C1=CC(=CC=C1CCC2=CNC3=C2C(=O)NC(=N3)N)C(=O)NC(CCC(=O)O)C(=O)O. Drug 2: CC1=C(C(=O)C2=C(C1=O)N3CC4C(C3(C2COC(=O)N)OC)N4)N. Cell line: CCRF-CEM. Synergy scores: CSS=69.0, Synergy_ZIP=3.92, Synergy_Bliss=2.20, Synergy_Loewe=1.65, Synergy_HSA=4.49. (2) Drug 1: C(=O)(N)NO. Drug 2: CN1C2=C(C=C(C=C2)N(CCCl)CCCl)N=C1CCCC(=O)O.Cl. Cell line: SF-539. Synergy scores: CSS=3.16, Synergy_ZIP=7.29, Synergy_Bliss=14.1, Synergy_Loewe=3.19, Synergy_HSA=6.00. (3) Drug 1: C1CC(C1)(C(=O)O)C(=O)O.[NH2-].[NH2-].[Pt+2]. Drug 2: C1C(C(OC1N2C=NC3=C2NC=NCC3O)CO)O. Cell line: HCC-2998. Synergy scores: CSS=16.8, Synergy_ZIP=-3.05, Synergy_Bliss=-3.59, Synergy_Loewe=-2.49, Synergy_HSA=-2.05.